Dataset: Full USPTO retrosynthesis dataset with 1.9M reactions from patents (1976-2016). Task: Predict the reactants needed to synthesize the given product. (1) The reactants are: [P].[C:2]1([C:4](=[CH:6][CH:7]=[CH:8][CH:9]=1)[OH:5])[OH:3].[CH3:10]O. Given the product [C:4]1([O:5][CH3:10])[C:2](=[CH:9][CH:8]=[CH:7][CH:6]=1)[OH:3], predict the reactants needed to synthesize it. (2) Given the product [CH3:24][O:23][C:20]1[CH:21]=[CH:22][C:17]([CH2:31][C:30](=[O:29])[CH3:32])=[C:18]([CH3:25])[CH:19]=1, predict the reactants needed to synthesize it. The reactants are: C([Sn](CCCC)(CCCC)OC)CCC.Br[C:17]1[CH:22]=[CH:21][C:20]([O:23][CH3:24])=[CH:19][C:18]=1[CH3:25].C([O:29][C:30]([CH3:32])=[CH2:31])(=O)C.C1(C)C=CC=CC=1P(C1C=CC=CC=1C)C1C=CC=CC=1C.[F-].[K+].